This data is from Full USPTO retrosynthesis dataset with 1.9M reactions from patents (1976-2016). The task is: Predict the reactants needed to synthesize the given product. (1) Given the product [NH4+:1].[OH-:11].[O:11]=[C:6]1[N:7]([C@H:13]([CH3:18])[C:14]([O:16][CH3:17])=[O:15])[CH:8]=[CH:9][C:10]2[N:1]=[CH:2][CH:3]=[CH:4][C:5]1=2, predict the reactants needed to synthesize it. The reactants are: [N:1]1[C:10]2[CH:9]=[CH:8][NH:7][C:6](=[O:11])[C:5]=2[CH:4]=[CH:3][CH:2]=1.O[C@@H:13]([CH3:18])[C:14]([O:16][CH3:17])=[O:15].C1(P(C2C=CC=CC=2)C2C=CC=CC=2)C=CC=CC=1.CCOC(/N=N/C(OCC)=O)=O. (2) Given the product [ClH:29].[CH3:1][O:2][C:3](=[O:28])[C:4]([CH3:27])([CH3:26])/[CH:5]=[CH:6]/[C:7]1[CH:16]=[C:15]2[C:10]([CH:11]=[CH:12][C:13]([C@H:17]([NH2:19])[CH3:18])=[N:14]2)=[CH:9][CH:8]=1, predict the reactants needed to synthesize it. The reactants are: [CH3:1][O:2][C:3](=[O:28])[C:4]([CH3:27])([CH3:26])/[CH:5]=[CH:6]/[C:7]1[CH:16]=[C:15]2[C:10]([CH:11]=[CH:12][C:13]([C@H:17]([NH:19][S@@](C(C)(C)C)=O)[CH3:18])=[N:14]2)=[CH:9][CH:8]=1.[ClH:29]. (3) Given the product [CH3:11][S:12]([C:2]1[CH:3]=[C:4]2[CH:10]=[CH:9][NH:8][C:5]2=[N:6][CH:7]=1)(=[O:14])=[O:13], predict the reactants needed to synthesize it. The reactants are: Br[C:2]1[CH:3]=[C:4]2[CH:10]=[CH:9][NH:8][C:5]2=[N:6][CH:7]=1.[CH3:11][S:12]([O-:14])=[O:13].[Na+].N1CCC[C@H]1C(O)=O.[OH-].[Na+].N. (4) Given the product [F:10][C:4]1[CH:3]=[C:2]([C:20]2[CH:19]=[CH:18][CH:17]=[C:16]([O:15][CH2:11][CH:12]([CH3:14])[CH3:13])[CH:21]=2)[CH:8]=[C:7]([F:9])[C:5]=1[NH2:6], predict the reactants needed to synthesize it. The reactants are: Br[C:2]1[CH:8]=[C:7]([F:9])[C:5]([NH2:6])=[C:4]([F:10])[CH:3]=1.[CH2:11]([O:15][C:16]1[CH:17]=[C:18](B(O)O)[CH:19]=[CH:20][CH:21]=1)[CH:12]([CH3:14])[CH3:13]. (5) The reactants are: [NH2:1][C:2]1[S:3][CH:4]=[CH:5][C:6]=1[C:7]([O:9][C:10]([CH3:13])([CH3:12])[CH3:11])=[O:8].CCN(C(C)C)C(C)C.[C:23](O[C:23]([C:25]([F:28])([F:27])[F:26])=[O:24])([C:25]([F:28])([F:27])[F:26])=[O:24]. Given the product [F:26][C:25]([F:28])([F:27])[C:23]([NH:1][C:2]1[S:3][CH:4]=[CH:5][C:6]=1[C:7]([O:9][C:10]([CH3:13])([CH3:12])[CH3:11])=[O:8])=[O:24], predict the reactants needed to synthesize it.